From a dataset of Forward reaction prediction with 1.9M reactions from USPTO patents (1976-2016). Predict the product of the given reaction. (1) Given the reactants [CH2:1]([O:3][C:4]([C:6]1[C:7]([OH:29])=[C:8]2[C:14](Br)=[C:13]([C:16]3[CH:21]=[CH:20][C:19]([F:22])=[CH:18][CH:17]=3)[N:12]([C:23]3[CH:28]=[CH:27][CH:26]=[CH:25][CH:24]=3)[C:9]2=[CH:10][N:11]=1)=[O:5])[CH3:2].C([O-])=O.[NH4+], predict the reaction product. The product is: [CH2:1]([O:3][C:4]([C:6]1[C:7]([OH:29])=[C:8]2[CH:14]=[C:13]([C:16]3[CH:21]=[CH:20][C:19]([F:22])=[CH:18][CH:17]=3)[N:12]([C:23]3[CH:24]=[CH:25][CH:26]=[CH:27][CH:28]=3)[C:9]2=[CH:10][N:11]=1)=[O:5])[CH3:2]. (2) Given the reactants [CH3:1][O:2][C:3]1[CH:15]=[CH:14][C:6]([CH2:7][NH:8][C:9]2[S:10][CH:11]=[CH:12][N:13]=2)=[CH:5][CH:4]=1.C[Si]([N-][Si](C)(C)C)(C)C.[Li+].[Cl:26][C:27]1[C:36]2[C:31](=[CH:32][C:33]([S:37](OC3C(F)=C(F)C(F)=C(F)C=3F)(=[O:39])=[O:38])=[CH:34][CH:35]=2)[CH:30]=[CH:29][N:28]=1, predict the reaction product. The product is: [Cl:26][C:27]1[C:36]2[C:31](=[CH:32][C:33]([S:37]([N:8]([CH2:7][C:6]3[CH:5]=[CH:4][C:3]([O:2][CH3:1])=[CH:15][CH:14]=3)[C:9]3[S:10][CH:11]=[CH:12][N:13]=3)(=[O:39])=[O:38])=[CH:34][CH:35]=2)[CH:30]=[CH:29][N:28]=1. (3) The product is: [C:8]([O:11][CH:12]([O:4][C:1](=[O:3])[CH3:2])[C:13]1[CH:18]=[CH:17][C:16]([O:19][CH2:20][CH2:21][O:22][C:23](=[O:25])[CH3:24])=[CH:15][N:14]=1)(=[O:10])[CH3:9]. Given the reactants [C:1]([O:4]C(=O)C)(=[O:3])[CH3:2].[C:8]([O:11][CH2:12][C:13]1[CH:18]=[CH:17][C:16]([O:19][CH2:20][CH2:21][O:22][C:23](=[O:25])[CH3:24])=[CH:15][N+:14]=1[O-])(=[O:10])[CH3:9].C(=O)(O)[O-].[Na+], predict the reaction product. (4) Given the reactants NC1(C2C=CC(C3OC4C(=O)N(C)C=CC=4C=3C3C=CC=CC=3)=CC=2)CCC1.[CH2:29]([N:31]1[C:36](=[O:37])[C:35]2[C:38]([C:59]3[CH:64]=[CH:63][CH:62]=[CH:61][CH:60]=3)=[C:39]([C:41]3[CH:46]=[CH:45][C:44]([C:47]4([NH:51]C(=O)OC(C)(C)C)[CH2:50][CH2:49][CH2:48]4)=[CH:43][CH:42]=3)[O:40][C:34]=2[N:33]=[C:32]1[NH:65][CH2:66][CH2:67][OH:68])[CH3:30], predict the reaction product. The product is: [NH2:51][C:47]1([C:44]2[CH:45]=[CH:46][C:41]([C:39]3[O:40][C:34]4[N:33]=[C:32]([NH:65][CH2:66][CH2:67][OH:68])[N:31]([CH2:29][CH3:30])[C:36](=[O:37])[C:35]=4[C:38]=3[C:59]3[CH:60]=[CH:61][CH:62]=[CH:63][CH:64]=3)=[CH:42][CH:43]=2)[CH2:48][CH2:49][CH2:50]1. (5) Given the reactants [Cl:1][C:2]1[C:10]2[N:9]=[C:8]3[N:11]([C:15]4[CH:20]=[CH:19][C:18](Cl)=[CH:17][C:16]=4[Cl:22])[CH2:12][CH2:13][CH2:14][N:7]3[C:6]=2[C:5](C(O)CC)=[CH:4][CH:3]=1.C([Li])CCC.CN(C)[C:34](=[O:36])[CH3:35].[O:38]1[CH2:42][CH2:41][CH2:40]C1, predict the reaction product. The product is: [Cl:1][C:2]1[CH:3]=[C:4]([C:34](=[O:36])[CH3:35])[CH:5]=[CH:6][C:10]=1[N:9]1[C:8]2=[N:11][C:15]3[C:16]([Cl:22])=[CH:17][CH:18]=[C:19]([CH:42]([OH:38])[CH2:41][CH3:40])[C:20]=3[N:7]2[CH2:14][CH2:13][CH2:12]1.